Dataset: Reaction yield outcomes from USPTO patents with 853,638 reactions. Task: Predict the reaction yield, written as a fraction of the theoretical maximum amount of product (1.0 means a 100% yield; for example, 0.34 means a 34% yield). (1) The reactants are [F:1][CH:2]([F:35])[C:3]1[N:7]([C:8]2[N:13]=[C:12]([N:14]3[CH2:19][CH2:18][O:17][CH2:16][CH2:15]3)[N:11]=[C:10]([NH:20][CH:21]3[CH2:24][N:23]([S:25]([CH3:28])(=[O:27])=[O:26])[CH2:22]3)[N:9]=2)[C:6]2[CH:29]=[CH:30][CH:31]=[C:32]([O:33][CH3:34])[C:5]=2[N:4]=1.[H-].[Na+].I[CH3:39].O. The catalyst is CN(C=O)C. The product is [F:35][CH:2]([F:1])[C:3]1[N:7]([C:8]2[N:13]=[C:12]([N:14]3[CH2:15][CH2:16][O:17][CH2:18][CH2:19]3)[N:11]=[C:10]([N:20]([CH3:39])[CH:21]3[CH2:22][N:23]([S:25]([CH3:28])(=[O:27])=[O:26])[CH2:24]3)[N:9]=2)[C:6]2[CH:29]=[CH:30][CH:31]=[C:32]([O:33][CH3:34])[C:5]=2[N:4]=1. The yield is 0.890. (2) The reactants are C([O:3][C:4](=[O:33])/[CH:5]=[C:6](\[CH3:32])/[CH:7]=[CH:8]/[CH:9]=[C:10](\[C:15]1[CH:20]=[C:19]([C:21]([CH3:24])([CH3:23])[CH3:22])[CH:18]=[C:17]([C:25]([CH3:28])([CH3:27])[CH3:26])[C:16]=1[O:29][CH2:30][CH3:31])/[C:11]([F:14])([F:13])[F:12])C.[Li+].[OH-]. The catalyst is C(O)C. The product is [CH3:32]/[C:6](/[CH:7]=[CH:8]/[CH:9]=[C:10](\[C:15]1[CH:20]=[C:19]([C:21]([CH3:22])([CH3:23])[CH3:24])[CH:18]=[C:17]([C:25]([CH3:28])([CH3:27])[CH3:26])[C:16]=1[O:29][CH2:30][CH3:31])/[C:11]([F:12])([F:13])[F:14])=[CH:5]\[C:4]([OH:33])=[O:3]. The yield is 0.00620. (3) The reactants are C([O:8][C:9]1[CH:10]=[C:11]([C:17]2[N:21]([C:22]3[CH:27]=[CH:26][C:25]([F:28])=[CH:24][CH:23]=3)[N:20]=[CH:19][CH:18]=2)[CH:12]=[CH:13][C:14]=1[O:15][CH3:16])C1C=CC=CC=1. The catalyst is C(O)C. The product is [F:28][C:25]1[CH:24]=[CH:23][C:22]([N:21]2[C:17]([C:11]3[CH:12]=[CH:13][C:14]([O:15][CH3:16])=[C:9]([OH:8])[CH:10]=3)=[CH:18][CH:19]=[N:20]2)=[CH:27][CH:26]=1. The yield is 0.980. (4) The reactants are C([O:8][C:9]1[C:32]([O:33][CH3:34])=[CH:31][C:12]2[C:13](=[O:30])[N:14]3[CH2:28][C:27](=[O:29])[CH2:26][C@H:15]3[C@H:16]([OH:25])[N:17]([C:18]([O:20][C:21]([CH3:24])([CH3:23])[CH3:22])=[O:19])[C:11]=2[CH:10]=1)C1C=CC=CC=1.OCC1(OC[C@@H](O)[C@@H](O)[C@H]1O)O. The catalyst is [Pd].CCOC(C)=O.CCCCCC. The product is [C:21]([O:20][C:18]([N:17]1[C:11]2[CH:10]=[C:9]([OH:8])[C:32]([O:33][CH3:34])=[CH:31][C:12]=2[C:13](=[O:30])[N:14]2[CH2:28][C:27](=[O:29])[CH2:26][C@H:15]2[C@@H:16]1[OH:25])=[O:19])([CH3:24])([CH3:22])[CH3:23]. The yield is 0.530. (5) The reactants are CN(C)C=O.CS([O:10][CH2:11][CH2:12][C:13]([CH3:17])=[C:14]([F:16])[F:15])(=O)=O.[S:18]1[C:22]([C:23](O)=[O:24])=[CH:21][C:20]2[CH:26]=[CH:27][CH:28]=[CH:29][C:19]1=2.C(=O)([O-])O.[Na+]. The catalyst is O. The product is [S:18]1[C:22]([C:23]([O:10][CH2:11][CH2:12][C:13]([CH3:17])=[C:14]([F:15])[F:16])=[O:24])=[CH:21][C:20]2[CH:26]=[CH:27][CH:28]=[CH:29][C:19]1=2. The yield is 0.930. (6) The reactants are [Br:1][C:2]1[CH:3]=[C:4]([C:10]2[S:11][C:12]3[CH2:17][CH2:16][C:15](=O)[NH:14][C:13]=3[N:19]=2)[C:5]([O:8][CH3:9])=[N:6][CH:7]=1. The catalyst is C1COCC1. The product is [Br:1][C:2]1[CH:3]=[C:4]([C:10]2[S:11][C:12]3[CH2:17][CH2:16][CH2:15][NH:14][C:13]=3[N:19]=2)[C:5]([O:8][CH3:9])=[N:6][CH:7]=1. The yield is 0.816. (7) The reactants are [CH2:1]([NH:8][CH2:9][C@@H:10]1[CH2:14][C@@H:13]([S:15]CC2C=CC(OC)=CC=2)[CH2:12][N:11]1[S:25]([CH3:28])(=[O:27])=[O:26])[C:2]1[CH:7]=[CH:6][CH:5]=[CH:4][CH:3]=1.C([SiH](CC)CC)C.[C:36]([OH:42])([C:38]([F:41])([F:40])[F:39])=[O:37]. No catalyst specified. The product is [F:39][C:38]([F:41])([F:40])[C:36]([OH:42])=[O:37].[CH2:1]([NH:8][CH2:9][C@H:10]1[N:11]([S:25]([CH3:28])(=[O:27])=[O:26])[CH2:12][C@H:13]([SH:15])[CH2:14]1)[C:2]1[CH:7]=[CH:6][CH:5]=[CH:4][CH:3]=1. The yield is 0.910.